Dataset: Full USPTO retrosynthesis dataset with 1.9M reactions from patents (1976-2016). Task: Predict the reactants needed to synthesize the given product. (1) Given the product [F:15][C:14]([F:17])([F:16])[CH2:13][C:12]1[N:8]=[C:7]([N:1]2[CH2:6][CH2:5][NH:4][CH2:3][CH2:2]2)[S:9][CH:11]=1, predict the reactants needed to synthesize it. The reactants are: [N:1]1([C:7](=[S:9])[NH2:8])[CH2:6][CH2:5][NH:4][CH2:3][CH2:2]1.Br[CH2:11][C:12](=O)[CH2:13][C:14]([F:17])([F:16])[F:15]. (2) Given the product [NH2:10][C@@H:11]([CH3:35])[CH2:12][N:13]1[C:21]2[C:16](=[CH:17][CH:18]=[C:19]3[O:24][C:23]([CH2:25][NH:26][C:27](=[O:28])[C:29]4[CH:34]=[CH:33][CH:32]=[N:31][CH:30]=4)=[CH:22][C:20]3=2)[CH:15]=[N:14]1, predict the reactants needed to synthesize it. The reactants are: C(OC(=O)[NH:10][C@@H:11]([CH3:35])[CH2:12][N:13]1[C:21]2[C:16](=[CH:17][CH:18]=[C:19]3[O:24][C:23]([CH2:25][NH:26][C:27]([C:29]4[CH:30]=[N:31][CH:32]=[CH:33][CH:34]=4)=[O:28])=[CH:22][C:20]3=2)[CH:15]=[N:14]1)C1C=CC=CC=1. (3) Given the product [C:1]([O:5][C:6]([N:8]1[CH2:13][CH2:12][CH:11]([CH2:14][CH2:15][CH2:16][CH2:17][C:18]([OH:20])=[O:19])[CH2:10][CH2:9]1)=[O:7])([CH3:4])([CH3:2])[CH3:3], predict the reactants needed to synthesize it. The reactants are: [C:1]([O:5][C:6]([N:8]1[CH2:13][CH2:12][CH:11]([CH2:14][CH2:15][CH2:16][CH2:17][C:18]([O:20]CC)=[O:19])[CH2:10][CH2:9]1)=[O:7])([CH3:4])([CH3:3])[CH3:2].C(OC(=O)CCC1C=NC(C(C#N)(C)C)=C(Cl)C=1)C.